The task is: Binary Classification. Given a miRNA mature sequence and a target amino acid sequence, predict their likelihood of interaction.. This data is from Experimentally validated miRNA-target interactions with 360,000+ pairs, plus equal number of negative samples. (1) The miRNA is hsa-miR-6754-5p with sequence CCAGGGAGGCUGGUUUGGAGGA. The protein sequence of the target gene is MSDDIRKRFEFPNSLIQSQAVGHLIAAVLKENGFSEKIHQSTNQTPALNLLWEKCCSDNVVVRTACCEGLVALVAQDHAEFSYVLNGILNLIPSTRNTHGLIKAIMHLLQMQALKEGQGGEKNIQSIYTIRNHPHPLITVLEHRPDCWPVFLQQLTAFFQQCPERLEVSCIQIMAPFLWYLYCEPSQLQEYAKLRLALLKVLLQPQVLCDKDQPSILEQQILQLCCDIVPCLQVKDLIQTTEAMMFIEEVCLSLLRHPVFWKIQLTQMSLQLLCVSEVSLKITGECSSSIHLLEHSVELL.... Result: 0 (no interaction). (2) The miRNA is hsa-miR-6887-3p with sequence UCCCCUCCACUUUCCUCCUAG. The protein sequence of the target gene is MVAEAGSMPAASSVKKPFGLRSKMGKWCRHCFPWCRGSGKSNVGTSGDHDDSAMKTLRSKMGKWCRHCFPWCRGSGKSNVGTSGDHDDSAMKTLRSKMGKWCCHCFPCCRGSGKSKVGPWGDYDDSAFMEPRYHVRREDLDKLHRAAWWGKVPRKDLIVMLKDTDMNKKDKQKRTALHLASANGNSEVVKLLLDRRCQLNILDNKKRTALTKAVQCQEDECALMLLEHGTDPNIPDEYGNTALHYAIYNEDKLMAKALLLYGADIESKNKHGLTPLLLGVHEQKQQVVKFLIKKKANLNA.... Result: 1 (interaction). (3) The protein sequence of the target gene is MDASEEPLPPVIYTMENKPIVTCAGDQNLFTSVYPTLSQQLPREPMEWRRSYGRAPKMIHLESNFVQFKEELLPKEGNKALLTFPFLHIYWTECCDTEVYKATVKDDLTKWQNVLKAHSSVDWLIVIVENDAKKKNKTNILPRTSIVDKIRNDFCNKQSDRCVVLSDPLKDSSRTQESWNAFLTKLRTLLLMSFTKNLGKFEDDMRTLREKRTEPGWSFCEYFMVQEELAFVFEMLQQFEDALVQYDELDALFSQYVVNFGAGDGANWLTFFCQPVKSWNGLILRKPIDMEKRESIQRRE.... The miRNA is hsa-miR-20a-5p with sequence UAAAGUGCUUAUAGUGCAGGUAG. Result: 1 (interaction). (4) The miRNA is hsa-miR-4802-5p with sequence UAUGGAGGUUCUAGACCAUGUU. The protein sequence of the target gene is MENFVLYEEIGRGSRTVVYKGRRKGTINFVAILCTEKCKRPEITNWVRLTHEIKHKNIVTFHEWYETSNHLWLVVELCTGGSLETVIAQDENLPEDVVREFGVDLVTGLHHLHRLGILFCDLSPGKILLEGPGTLKFSNFCLAKVAGESLEEFFALVAAEEGGGDSGENALKKSMKTRVRGSLIYAAPEIVKGTEFSVTSDLWSLGCLLYEMFSGKPPFFSETVSELVEKILYEDPLPPIPKDSSFPKASSDFLNLLDGLLQKDPQKRFSWEGVLQHPFWKDALRGEDSGWASEDSPFSR.... Result: 0 (no interaction). (5) The miRNA is hsa-miR-509-3-5p with sequence UACUGCAGACGUGGCAAUCAUG. The protein sequence of the target gene is MSLLYGLQSTRINRFLSGVNNLANRRQWTPPASCPLAPKLRAVNAYWGLNTVSHCHSVTLLPRNFLFCRTLNHKKSRCLSSAQSKELGVLTYRCTVRGDSVLRQGARKVAGVPALAASCSPSCPAVIEARSFRTSARVQAAPVPLLLLILKPVQKLLAIIVGRGIRKWWQALPPNKKELFKDSVRKNKWRLLLGLSAFGLLFVVFYFTHLEVSPVTGRSKLLLVGKEHFRLLSDLEYEVWMEEFKNDLLPERDPRYLTVKEMVYHLTQCNRDVPGISETNWVVHVVDSPAVNAFVLPNGQ.... Result: 0 (no interaction). (6) The miRNA is hsa-miR-544b with sequence ACCUGAGGUUGUGCAUUUCUAA. The protein sequence of the target gene is MSWSFLTRLLEEIHNHSTFVGKIWLTVLIVFRIVLTAVGGESIYYDEQSKFVCNTEQPGCENVCYDAFAPLSHVRFWVFQIILVATPSVMYLGYAIHKIAKMEHGEADKKAARSKPYAMRWKQHRALEETEEDHEEDPMMYPEMELESEKENKEQSQPKPKHDGRRRIREDGLMKIYVLQLLARTVFEVGFLIGQYFLYGFQVHPFYVCSRLPCPHKIDCFISRPTEKTIFLLIMYGVTGLCLLLNIWEMLHLGFGTIRDSLNSKRRELDDPGAYNYPFTWNTPSAPPGYNIAVKPDQIQ.... Result: 0 (no interaction). (7) The miRNA is hsa-miR-448 with sequence UUGCAUAUGUAGGAUGUCCCAU. The protein sequence of the target gene is MPRGFTWLRYLGIFLGVALGNEPLEMWPLTQNEECTVTGFLRDKLQYRSRLQYMKHYFPINYKISVPYEGVFRIANVTRLQRAQVSERELRYLWVLVSLSATESVQDVLLEGHPSWKYLQEVETLLLNVQQGLTDVEVSPKVESVLSLLNAPGPNLKLVRPKALLDNCFRVMELLYCSCCKQSSVLNWQDCEVPSPQSCSPEPSLQYAATQLYPPPPWSPSSPPHSTGSVRPVRAQGEGLLP. Result: 0 (no interaction). (8) The miRNA is hsa-miR-758-3p with sequence UUUGUGACCUGGUCCACUAACC. The protein sequence of the target gene is MDRAALLGLARLCALWAALLVLFPYGAQGNWMWLGIASFGVPEKLGCANLPLNSRQKELCKRKPYLLPSIREGARLGIQECGSQFRHERWNCMITAAATTAPMGASPLFGYELSSGTKETAFIYAVMAAGLVHSVTRSCSAGNMTECSCDTTLQNGGSASEGWHWGGCSDDVQYGMWFSRKFLDFPIGNTTGKENKVLLAMNLHNNEAGRQAVAKLMSVDCRCHGVSGSCAVKTCWKTMSSFEKIGHLLKDKYENSIQISDKTKRKMRRREKDQRKIPIHKDDLLYVNKSPNYCVEDKKL.... Result: 0 (no interaction). (9) The miRNA is hsa-miR-31-5p with sequence AGGCAAGAUGCUGGCAUAGCU. The protein sequence of the target gene is MASVASCDSRPSSDELPGDPSSQEEDEDYDFEDRVSDSGSYSSASSDYDDLEPEWLDSVQKNGELFYLELSEDEEESLLPETPTVNHVRFSENEIIIEDDYKERKKYEPKLKQFTKILRRKRLLPKRCNKKNSNDNGPVSILKHQSNQKTGVIVQQRYKDVNVYVNPKKLTVIKAKEQLKLLEVLVGIIHQTKWSWRRTGKQGDGERLVVHGLLPGGSAMKSGQVLIGDVLVAVNDVDVTTENIERVLSCIPGPMQVKLTFENAYDVKRETSHPRQKKTQSNTSDLVKLLWGEEVEGIQQ.... Result: 1 (interaction).